Dataset: Peptide-MHC class I binding affinity with 185,985 pairs from IEDB/IMGT. Task: Regression. Given a peptide amino acid sequence and an MHC pseudo amino acid sequence, predict their binding affinity value. This is MHC class I binding data. (1) The peptide sequence is YHMMKDEPV. The MHC is HLA-A02:01 with pseudo-sequence HLA-A02:01. The binding affinity (normalized) is 0.0155. (2) The peptide sequence is FQLPNTQHI. The MHC is H-2-Kb with pseudo-sequence H-2-Kb. The binding affinity (normalized) is 0.0949. (3) The peptide sequence is LIYRQLTSNV. The MHC is HLA-A02:01 with pseudo-sequence HLA-A02:01. The binding affinity (normalized) is 0.400. (4) The peptide sequence is GLIDIAPHQI. The MHC is HLA-A02:01 with pseudo-sequence HLA-A02:01. The binding affinity (normalized) is 0.640. (5) The peptide sequence is HESFDLAGLF. The MHC is HLA-B44:03 with pseudo-sequence HLA-B44:03. The binding affinity (normalized) is 0.385. (6) The peptide sequence is AFLIGANYL. The MHC is HLA-A23:01 with pseudo-sequence HLA-A23:01. The binding affinity (normalized) is 0. (7) The peptide sequence is IGFSTPEEK. The MHC is Mamu-B6601 with pseudo-sequence Mamu-B6601. The binding affinity (normalized) is 1.00.